Dataset: Catalyst prediction with 721,799 reactions and 888 catalyst types from USPTO. Task: Predict which catalyst facilitates the given reaction. Reactant: [F:1][C:2]1[CH:11]=[CH:10][CH:9]=[C:8]2[C:3]=1[CH:4]=[CH:5][CH:6]=[C:7]2[NH:12]C(=O)C.[N+:16]([O-])([OH:18])=[O:17]. Product: [NH2:12][C:7]1[C:8]2[C:3](=[C:2]([F:1])[CH:11]=[CH:10][CH:9]=2)[C:4]([N+:16]([O-:18])=[O:17])=[CH:5][CH:6]=1. The catalyst class is: 52.